This data is from Full USPTO retrosynthesis dataset with 1.9M reactions from patents (1976-2016). The task is: Predict the reactants needed to synthesize the given product. (1) Given the product [Cl:10][C:6]1[N:5]=[CH:4][N:3]=[C:2]2[C:7]=1[CH:8]=[N:11][C:12]1[N:16]2[N:15]=[CH:14][CH:13]=1, predict the reactants needed to synthesize it. The reactants are: Cl[C:2]1[C:7]([CH:8]=O)=[C:6]([Cl:10])[N:5]=[CH:4][N:3]=1.[NH2:11][C:12]1[NH:16][N:15]=[CH:14][CH:13]=1.C(N(C(C)C)CC)(C)C. (2) Given the product [NH2:37][C:2]1[N:7]=[C:6]([NH:8][C:9]2[CH:14]=[C:13]([O:15][CH2:16][C:17]3[C:22]([O:23][CH3:24])=[CH:21][CH:20]=[C:19]([F:25])[C:18]=3[F:26])[C:12]([O:27][CH3:28])=[CH:11][C:10]=2[Cl:29])[C:5]([C:30]([OH:32])=[O:31])=[C:4]([CH3:34])[N:3]=1, predict the reactants needed to synthesize it. The reactants are: Cl[C:2]1[N:7]=[C:6]([NH:8][C:9]2[CH:14]=[C:13]([O:15][CH2:16][C:17]3[C:22]([O:23][CH3:24])=[CH:21][CH:20]=[C:19]([F:25])[C:18]=3[F:26])[C:12]([O:27][CH3:28])=[CH:11][C:10]=2[Cl:29])[C:5]([C:30]([O:32]C)=[O:31])=[C:4]([CH3:34])[N:3]=1.ClC1N=C(Cl)C(C(OC)=O)=C(C)[N:37]=1.O.[N-]=[N+]=[N-].[Na+]. (3) Given the product [OH:28][CH2:27][C:25]1[CH:24]=[CH:23][N:22]=[C:21]([CH2:20][NH:5][CH2:6][C:7]([N:8]2[CH2:12][CH2:11][CH2:10][C@@H:9]2[CH2:13][N:14]2[CH2:15][CH2:16][CH2:17][CH2:18]2)=[O:19])[CH:26]=1, predict the reactants needed to synthesize it. The reactants are: FC(F)(F)C([N:5]([CH2:20][C:21]1[CH:26]=[C:25]([C:27](OCC)=[O:28])[CH:24]=[CH:23][N:22]=1)[CH2:6][C:7](=[O:19])[N:8]1[CH2:12][CH2:11][CH2:10][C@@H:9]1[CH2:13][N:14]1[CH2:18][CH2:17][CH2:16][CH2:15]1)=O.[BH4-].[Na+]. (4) Given the product [OH:36][C:35]1[C:24]2[C:23](=[CH:28][CH:27]=[CH:26][CH:25]=2)[CH:22]=[CH:21][C:20]=1[C:19]([OH:42])=[O:38], predict the reactants needed to synthesize it. The reactants are: [N+](C1C=CC(N(C([C:19]2[C:28]3[C:23](=[CH:24][CH:25]=[CH:26][CH:27]=3)[CH:22]=[CH:21][C:20]=2O)=O)C2C=CC=CC=2)=CC=1)([O-])=O.NN.C(Cl)Cl.[CH3:35][OH:36].[NH4+].[OH-:38].C1C[O:42]CC1. (5) Given the product [F:47][C:44]1[CH:45]=[CH:46][C:32]2[C:31](=[CH:30][C:16]3[CH:15]=[CH:14][C:13]4[N:9]([CH2:8][CH2:7][CH2:28][N:9]5[CH2:10][CH2:48][O:51][CH2:7][CH2:8]5)[C:10](=[O:27])[NH:11][C:12]=4[CH:17]=3)[C:37]3[CH:38]=[CH:39][C:40]([F:42])=[CH:41][C:36]=3[CH2:35][CH2:34][C:33]=2[CH:43]=1, predict the reactants needed to synthesize it. The reactants are: N1([CH:7]([CH3:28])[CH2:8][N:9]2[C:13]3[CH:14]=[CH:15][C:16](B4OC(C)(C)C(C)(C)O4)=[CH:17][C:12]=3[NH:11][C:10]2=[O:27])CCOCC1.Br[CH:30]=[C:31]1[C:37]2[CH:38]=[CH:39][C:40]([F:42])=[CH:41][C:36]=2[CH2:35][CH2:34][C:33]2[CH:43]=[C:44]([F:47])[CH:45]=[CH:46][C:32]1=2.[C:48]([O-:51])([O-])=O.[Na+].[Na+]. (6) Given the product [Cl:38][C:35]1[CH:36]=[CH:37][C:32]([CH2:31][C:30]([NH:29][C:25]2[CH:26]=[N:27][CH:28]=[C:23]([C:21]([C:13]3[C:14]4[CH:15]=[N:16][CH:17]=[C:18]([F:20])[C:19]=4[N:11]([C:8]([CH3:10])([CH3:9])[CH2:7][OH:6])[CH:12]=3)=[O:22])[CH:24]=2)=[O:39])=[N:33][CH:34]=1, predict the reactants needed to synthesize it. The reactants are: C([Si](C)(C)[O:6][CH2:7][C:8]([N:11]1[C:19]2[C:18]([F:20])=[CH:17][N:16]=[CH:15][C:14]=2[C:13]([C:21]([C:23]2[CH:24]=[C:25]([NH:29][C:30](=[O:39])[CH2:31][C:32]3[CH:37]=[CH:36][C:35]([Cl:38])=[CH:34][N:33]=3)[CH:26]=[N:27][CH:28]=2)=[O:22])=[CH:12]1)([CH3:10])[CH3:9])(C)(C)C. (7) Given the product [Cl:56][C:53]1[CH:54]=[CH:55][C:50]([CH2:49][NH:48][C:46]([C:41]2[NH:42][C:43]3[C:39]([CH:40]=2)=[CH:38][C:37]([NH:36][C:71](=[O:72])[CH2:70][N:69]([CH3:74])[CH3:68])=[CH:45][CH:44]=3)=[O:47])=[C:51]([F:67])[C:52]=1[O:57][C:58]1[CH:63]=[C:62]([C:64]#[N:65])[CH:61]=[C:60]([Cl:66])[CH:59]=1, predict the reactants needed to synthesize it. The reactants are: F[P-](F)(F)(F)(F)F.N1(O[P+](N(C)C)(N(C)C)N(C)C)C2C=CC=CC=2N=N1.[Cl-].FC(F)(F)C(O)=O.[NH2:36][C:37]1[CH:38]=[C:39]2[C:43](=[CH:44][CH:45]=1)[NH:42][C:41]([C:46]([NH:48][CH2:49][C:50]1[CH:55]=[CH:54][C:53]([Cl:56])=[C:52]([O:57][C:58]3[CH:63]=[C:62]([C:64]#[N:65])[CH:61]=[C:60]([Cl:66])[CH:59]=3)[C:51]=1[F:67])=[O:47])=[CH:40]2.[CH3:68][N:69]([CH3:74])[CH2:70][C:71](O)=[O:72].C(N(C(C)C)CC)(C)C. (8) Given the product [Br:15][C:9]1[C:8]([O:7][CH3:6])=[C:13]([Cl:3])[CH:12]=[CH:11][N:10]=1, predict the reactants needed to synthesize it. The reactants are: P(Cl)(Cl)([Cl:3])=O.[CH3:6][O:7][C:8]1[C:13](=O)[CH:12]=[CH:11][NH:10][C:9]=1[Br:15]. (9) Given the product [CH2:14]([N:3]([CH2:1][CH3:2])[CH2:4][CH2:5][O:6][C:7]1[CH:8]=[CH:9][C:10]([NH:13][CH:27]=[C:21]2[C:20]3[C:24](=[CH:25][C:17]([F:16])=[CH:18][CH:19]=3)[NH:23][C:22]2=[O:26])=[CH:11][CH:12]=1)[CH3:15], predict the reactants needed to synthesize it. The reactants are: [CH2:1]([N:3]([CH2:14][CH3:15])[CH2:4][CH2:5][O:6][C:7]1[CH:12]=[CH:11][C:10]([NH2:13])=[CH:9][CH:8]=1)[CH3:2].[F:16][C:17]1[CH:25]=[C:24]2[C:20]([C:21](=[CH:27]O)[C:22](=[O:26])[NH:23]2)=[CH:19][CH:18]=1.